Dataset: Forward reaction prediction with 1.9M reactions from USPTO patents (1976-2016). Task: Predict the product of the given reaction. The product is: [CH3:1][C:2]1[C:10]2[C:5](=[CH:6][C:7]([N+:11]([O-:13])=[O:12])=[CH:8][CH:9]=2)[N:4]([S:20]([C:23]2[CH:29]=[CH:28][C:26]([CH3:27])=[CH:25][CH:24]=2)(=[O:22])=[O:21])[N:3]=1. Given the reactants [CH3:1][C:2]1[C:10]2[C:5](=[CH:6][C:7]([N+:11]([O-:13])=[O:12])=[CH:8][CH:9]=2)[NH:4][N:3]=1.N1C=CC=CC=1.[S:20](Cl)([C:23]1[CH:29]=[CH:28][C:26]([CH3:27])=[CH:25][CH:24]=1)(=[O:22])=[O:21], predict the reaction product.